From a dataset of Forward reaction prediction with 1.9M reactions from USPTO patents (1976-2016). Predict the product of the given reaction. Given the reactants [CH:1]1([CH2:4][O:5][C:6]2[N:11]=[C:10]([C:12]([OH:14])=O)[CH:9]=[CH:8][C:7]=2[CH:15]2[CH2:20][CH2:19][O:18][CH2:17][CH2:16]2)[CH2:3][CH2:2]1.[NH2:21][C:22]([CH2:29][CH3:30])([CH2:27][CH3:28])[C:23]([NH:25][CH3:26])=[O:24], predict the reaction product. The product is: [CH2:27]([C:22]([NH:21][C:12]([C:10]1[CH:9]=[CH:8][C:7]([CH:15]2[CH2:20][CH2:19][O:18][CH2:17][CH2:16]2)=[C:6]([O:5][CH2:4][CH:1]2[CH2:2][CH2:3]2)[N:11]=1)=[O:14])([C:23](=[O:24])[NH:25][CH3:26])[CH2:29][CH3:30])[CH3:28].